This data is from Forward reaction prediction with 1.9M reactions from USPTO patents (1976-2016). The task is: Predict the product of the given reaction. (1) Given the reactants Cl[CH2:2][C:3]([NH:5][CH2:6][CH2:7][C:8]([C:13]1[CH:18]=[CH:17][C:16]([Cl:19])=[C:15]([Cl:20])[CH:14]=1)([OH:12])[CH2:9][O:10][CH3:11])=[O:4].CC(C)([O-])C.[Na+], predict the reaction product. The product is: [Cl:20][C:15]1[CH:14]=[C:13]([C:8]2([CH2:9][O:10][CH3:11])[O:12][CH2:2][C:3](=[O:4])[NH:5][CH2:6][CH2:7]2)[CH:18]=[CH:17][C:16]=1[Cl:19]. (2) Given the reactants Br[C:2]1[CH:3]=[N:4][CH:5]=[C:6]([CH3:8])[CH:7]=1.[C:9]1([CH2:15][SH:16])[CH:14]=[CH:13][CH:12]=[CH:11][CH:10]=1.C(N(CC)C(C)C)(C)C, predict the reaction product. The product is: [CH2:15]([S:16][C:2]1[CH:3]=[N:4][CH:5]=[C:6]([CH3:8])[CH:7]=1)[C:9]1[CH:14]=[CH:13][CH:12]=[CH:11][CH:10]=1. (3) Given the reactants Br[C:2]1[N:7]2[CH:8]=[C:9]([CH2:11][OH:12])[N:10]=[C:6]2[CH:5]=[CH:4][CH:3]=1.[NH:13]1[CH2:18][CH2:17][O:16][CH2:15][CH2:14]1, predict the reaction product. The product is: [N:13]1([C:2]2[N:7]3[CH:8]=[C:9]([CH2:11][OH:12])[N:10]=[C:6]3[CH:5]=[CH:4][CH:3]=2)[CH2:18][CH2:17][O:16][CH2:15][CH2:14]1. (4) Given the reactants [F:1][C:2]1[CH:7]=[CH:6][C:5]([C:8]2[C:16]3[C:11](=[CH:12][CH:13]=[C:14]([NH2:17])[CH:15]=3)[NH:10][N:9]=2)=[CH:4][CH:3]=1.[O:18]=[C:19]([N:29]1[CH2:34][CH2:33][N:32]([C:35]2[CH:40]=[CH:39][C:38]([C:41]3[N:46]=[CH:45][CH:44]=[CH:43][N:42]=3)=[CH:37][CH:36]=2)[CH2:31][CH2:30]1)[CH2:20][N:21]1[CH2:25][CH2:24][CH:23]([C:26](O)=[O:27])[CH2:22]1.C(N(CC)CC)C, predict the reaction product. The product is: [F:1][C:2]1[CH:3]=[CH:4][C:5]([C:8]2[C:16]3[C:11](=[CH:12][CH:13]=[C:14]([NH:17][C:26]([CH:23]4[CH2:24][CH2:25][N:21]([CH2:20][C:19](=[O:18])[N:29]5[CH2:30][CH2:31][N:32]([C:35]6[CH:40]=[CH:39][C:38]([C:41]7[N:42]=[CH:43][CH:44]=[CH:45][N:46]=7)=[CH:37][CH:36]=6)[CH2:33][CH2:34]5)[CH2:22]4)=[O:27])[CH:15]=3)[NH:10][N:9]=2)=[CH:6][CH:7]=1. (5) The product is: [CH:9]1([OH:8])[CH:10]([OH:19])[CH:11]([OH:18])[CH:12]([OH:17])[CH:13]([OH:16])[CH:14]1[OH:15]. Given the reactants C[C@H]1O[C@H]([O:8][CH:9]2[C@@H:14]([OH:15])[C@@H:13]([OH:16])[CH:12]([OH:17])[C@H:11]([OH:18])[C@H:10]2[OH:19])[C@@H](N)C[C@@H]1N=C(N)C(O)=O.Cl.FC(F)(F)C(O)=O.[Mn]([O-])(=O)(=O)=O.[K+].C[C@H]1O[C@H](O[C@@H]2[C@@H](O)[C@@H](O)[C@H](O)[C@H](O)[C@H]2O)[C@@H](N)C[C@@H]1NC(C(O)=O)=N, predict the reaction product. (6) Given the reactants [Cl:1][C:2]1[N:6]2[CH:7]=[C:8]([C:15]3[CH:19]=[CH:18][O:17][CH:16]=3)[CH:9]=[C:10]([C:11]([F:14])([F:13])[F:12])[C:5]2=[N:4][C:3]=1[C:20]([NH2:22])=O.CCOCC, predict the reaction product. The product is: [Cl:1][C:2]1[N:6]2[CH:7]=[C:8]([C:15]3[CH:19]=[CH:18][O:17][CH:16]=3)[CH:9]=[C:10]([C:11]([F:13])([F:12])[F:14])[C:5]2=[N:4][C:3]=1[C:20]#[N:22].